From a dataset of Peptide-MHC class II binding affinity with 134,281 pairs from IEDB. Regression. Given a peptide amino acid sequence and an MHC pseudo amino acid sequence, predict their binding affinity value. This is MHC class II binding data. (1) The peptide sequence is KEDFLRCLVKEIPPR. The MHC is HLA-DPA10201-DPB10101 with pseudo-sequence HLA-DPA10201-DPB10101. The binding affinity (normalized) is 0.388. (2) The peptide sequence is TKLDSEIKSWLAFAA. The MHC is DRB3_0202 with pseudo-sequence DRB3_0202. The binding affinity (normalized) is 0.0559. (3) The peptide sequence is PEQIQLLKKAFDAFD. The MHC is HLA-DPA10103-DPB10301 with pseudo-sequence HLA-DPA10103-DPB10301. The binding affinity (normalized) is 0.0408. (4) The peptide sequence is YASVEAANASPLQVA. The MHC is DRB1_0101 with pseudo-sequence DRB1_0101. The binding affinity (normalized) is 0.948. (5) The peptide sequence is YEEFCDAVYENDKLK. The MHC is DRB1_0405 with pseudo-sequence DRB1_0405. The binding affinity (normalized) is 0.440.